From a dataset of Peptide-MHC class I binding affinity with 185,985 pairs from IEDB/IMGT. Regression. Given a peptide amino acid sequence and an MHC pseudo amino acid sequence, predict their binding affinity value. This is MHC class I binding data. (1) The peptide sequence is HPDIVIYQY. The MHC is HLA-B35:01 with pseudo-sequence HLA-B35:01. The binding affinity (normalized) is 0.786. (2) The peptide sequence is FYKRKAMAW. The MHC is HLA-A03:01 with pseudo-sequence HLA-A03:01. The binding affinity (normalized) is 0.0847. (3) The peptide sequence is TGIAIIAYI. The MHC is HLA-B07:02 with pseudo-sequence HLA-B07:02. The binding affinity (normalized) is 0.213. (4) The peptide sequence is PVGSSLQSK. The MHC is Patr-A0301 with pseudo-sequence Patr-A0301. The binding affinity (normalized) is 0.0102. (5) The peptide sequence is LAVSGVYPL. The MHC is HLA-B35:01 with pseudo-sequence HLA-B35:01. The binding affinity (normalized) is 0.591.